This data is from Retrosynthesis with 50K atom-mapped reactions and 10 reaction types from USPTO. The task is: Predict the reactants needed to synthesize the given product. (1) The reactants are: CCCN.Clc1ccc2ncc(Br)n2n1. Given the product CCCNc1ccc2ncc(Br)n2n1, predict the reactants needed to synthesize it. (2) Given the product COC(=O)c1cc(-c2nc(COc3ccc(COc4nn(-c5ccccc5)cc4C=O)cc3OC)c(C)o2)ccc1C, predict the reactants needed to synthesize it. The reactants are: COC(=O)c1cc(-c2nc(COc3ccc(CCl)cc3OC)c(C)o2)ccc1C.O=Cc1cn(-c2ccccc2)nc1O.